This data is from Catalyst prediction with 721,799 reactions and 888 catalyst types from USPTO. The task is: Predict which catalyst facilitates the given reaction. (1) Reactant: Cl[C:2]1[CH:7]=[CH:6][C:5]([N+:8]([O-:10])=[O:9])=[CH:4][N:3]=1.[F:11][C:12]([F:17])([F:16])[CH2:13][CH2:14][OH:15].[H-].[Na+]. Product: [N+:8]([C:5]1[CH:6]=[CH:7][C:2]([O:15][CH2:14][CH2:13][C:12]([F:17])([F:16])[F:11])=[N:3][CH:4]=1)([O-:10])=[O:9]. The catalyst class is: 3. (2) Reactant: [C:1]([O:5][C:6]([NH:8][C@@H:9]([CH2:13][C:14]1[CH:19]=[CH:18][C:17]([OH:20])=[CH:16][CH:15]=1)[C:10]([OH:12])=[O:11])=[O:7])([CH3:4])([CH3:3])[CH3:2].[H][H]. Product: [C:1]([O:5][C:6]([NH:8][C@@H:9]([CH2:13][CH:14]1[CH2:15][CH2:16][CH:17]([OH:20])[CH2:18][CH2:19]1)[C:10]([OH:12])=[O:11])=[O:7])([CH3:4])([CH3:2])[CH3:3]. The catalyst class is: 847. (3) Reactant: [Cl:1][C:2]1[CH:3]=[C:4]([N+:10]([O-])=O)[C:5]([C:8]#N)=[N:6][CH:7]=1.[Sn](Cl)Cl.S(Cl)(Cl)=[O:17].[CH2:20]([OH:22])C. Product: [CH3:20][O:22][C:8]([C:5]1[C:4]([NH2:10])=[CH:3][C:2]([Cl:1])=[CH:7][N:6]=1)=[O:17]. The catalyst class is: 5. (4) Reactant: [N:1]1[CH:6]=[CH:5][CH:4]=[CH:3][C:2]=1[O:7][CH2:8][C:9]1[CH:14]=[CH:13][C:12]([NH2:15])=[CH:11][CH:10]=1.Cl.[N:17]([O-])=O.[Na+].OS([O-])(=O)=O.[Na+].[OH-].[K+]. Product: [N:1]1[CH:6]=[CH:5][CH:4]=[CH:3][C:2]=1[O:7][CH2:8][C:9]1[CH:14]=[CH:13][C:12]([NH:15][NH2:17])=[CH:11][CH:10]=1. The catalyst class is: 581. (5) Reactant: [N:1]1[CH:6]=[CH:5][CH:4]=[C:3]([C:7]2[CH:8]=[C:9]([CH:14]=[CH:15][CH:16]=2)[C:10](OC)=[O:11])[CH:2]=1.[NH2:17][NH2:18].C(OCC)C. Product: [N:1]1[CH:6]=[CH:5][CH:4]=[C:3]([C:7]2[CH:8]=[C:9]([CH:14]=[CH:15][CH:16]=2)[C:10]([NH:17][NH2:18])=[O:11])[CH:2]=1. The catalyst class is: 5. (6) Reactant: [Si:1]([O:8][C@@H:9]([C@H:14]1[CH2:18][O:17][C:16]([CH3:20])([CH3:19])[N:15]1[C:21]([O:23][C:24]([CH3:27])([CH3:26])[CH3:25])=[O:22])[C@@H:10]([CH3:13])[CH2:11]O)([C:4]([CH3:7])([CH3:6])[CH3:5])([CH3:3])[CH3:2].CC(OC(/N=N/C(OC(C)C)=O)=O)C.C1C=CC(P(C2C=CC=CC=2)C2C=CC=CC=2)=CC=1.C1C=CC(P([N:75]=[N+:76]=[N-:77])(C2C=CC=CC=2)=O)=CC=1. Product: [N:75]([CH2:11][C@H:10]([CH3:13])[C@H:9]([C@H:14]1[CH2:18][O:17][C:16]([CH3:20])([CH3:19])[N:15]1[C:21]([O:23][C:24]([CH3:27])([CH3:26])[CH3:25])=[O:22])[O:8][Si:1]([C:4]([CH3:7])([CH3:6])[CH3:5])([CH3:3])[CH3:2])=[N+:76]=[N-:77]. The catalyst class is: 1.